Dataset: Catalyst prediction with 721,799 reactions and 888 catalyst types from USPTO. Task: Predict which catalyst facilitates the given reaction. (1) Reactant: C(OP([CH2:9][C:10]([O:12][CH2:13][CH3:14])=[O:11])(OCC)=O)C.[H-].[Na+].O=[CH:18][CH2:19][CH2:20][C@@H:21]1[N:26]([S:27]([C:30]2[CH:35]=[CH:34][CH:33]=[CH:32][CH:31]=2)(=[O:29])=[O:28])[CH2:25][CH2:24][N:23]([C:36]([O:38][CH2:39][C:40]2[CH:45]=[CH:44][CH:43]=[CH:42][CH:41]=2)=[O:37])[CH2:22]1. Product: [CH2:13]([O:12][C:10](=[O:11])/[CH:9]=[CH:18]/[CH2:19][CH2:20][C@@H:21]1[N:26]([S:27]([C:30]2[CH:35]=[CH:34][CH:33]=[CH:32][CH:31]=2)(=[O:29])=[O:28])[CH2:25][CH2:24][N:23]([C:36]([O:38][CH2:39][C:40]2[CH:45]=[CH:44][CH:43]=[CH:42][CH:41]=2)=[O:37])[CH2:22]1)[CH3:14]. The catalyst class is: 1. (2) Reactant: [N+:1]([C:4]1[CH:9]=[CH:8][C:7]([S:10](Cl)(=[O:12])=[O:11])=[CH:6][CH:5]=1)([O-:3])=[O:2].O[C@@H:15]1[CH2:19][CH2:18][N:17]([C:20]([O:22][C:23]([CH3:26])([CH3:25])[CH3:24])=[O:21])[CH2:16]1.N1C=CC=CC=1.C(=O)(O)[O-:34].[Na+]. Product: [C:23]([O:22][C:20]([N:17]1[CH2:18][CH2:19][CH2:15][C@H:16]1[O:11][S:10]([C:7]1[CH:8]=[CH:9][C:4]([N+:1]([O-:3])=[O:2])=[CH:5][CH:6]=1)(=[O:12])=[O:34])=[O:21])([CH3:26])([CH3:24])[CH3:25]. The catalyst class is: 2. (3) Reactant: [CH:1]([N:4]1[C:8]([C:9]2[N:10]=[C:11]3[C:17]4[CH:18]=[CH:19][C:20]([C:22]([OH:24])=O)=[CH:21][C:16]=4[O:15][CH2:14][CH2:13][N:12]3[CH:25]=2)=[N:7][CH:6]=[N:5]1)([CH3:3])[CH3:2].Cl.[NH2:27][OH:28]. The catalyst class is: 1. Product: [OH:28][NH:27][C:22]([C:20]1[CH:19]=[CH:18][C:17]2[C:11]3[N:12]([CH:25]=[C:9]([C:8]4[N:4]([CH:1]([CH3:2])[CH3:3])[N:5]=[CH:6][N:7]=4)[N:10]=3)[CH2:13][CH2:14][O:15][C:16]=2[CH:21]=1)=[O:24].